From a dataset of NCI-60 drug combinations with 297,098 pairs across 59 cell lines. Regression. Given two drug SMILES strings and cell line genomic features, predict the synergy score measuring deviation from expected non-interaction effect. (1) Drug 1: C(=O)(N)NO. Drug 2: CCC1(CC2CC(C3=C(CCN(C2)C1)C4=CC=CC=C4N3)(C5=C(C=C6C(=C5)C78CCN9C7C(C=CC9)(C(C(C8N6C)(C(=O)OC)O)OC(=O)C)CC)OC)C(=O)OC)O.OS(=O)(=O)O. Cell line: DU-145. Synergy scores: CSS=5.14, Synergy_ZIP=-1.07, Synergy_Bliss=-1.25, Synergy_Loewe=-0.634, Synergy_HSA=-2.02. (2) Drug 1: C1=NC2=C(N1)C(=S)N=C(N2)N. Drug 2: CCC1(CC2CC(C3=C(CCN(C2)C1)C4=CC=CC=C4N3)(C5=C(C=C6C(=C5)C78CCN9C7C(C=CC9)(C(C(C8N6C)(C(=O)OC)O)OC(=O)C)CC)OC)C(=O)OC)O.OS(=O)(=O)O. Cell line: RPMI-8226. Synergy scores: CSS=55.4, Synergy_ZIP=-0.417, Synergy_Bliss=-0.998, Synergy_Loewe=-10.6, Synergy_HSA=-0.222. (3) Drug 1: CN(C)C1=NC(=NC(=N1)N(C)C)N(C)C. Drug 2: C1C(C(OC1N2C=NC3=C2NC=NCC3O)CO)O. Cell line: SF-268. Synergy scores: CSS=-11.3, Synergy_ZIP=7.66, Synergy_Bliss=-3.50, Synergy_Loewe=-8.09, Synergy_HSA=-9.35.